The task is: Regression. Given a peptide amino acid sequence and an MHC pseudo amino acid sequence, predict their binding affinity value. This is MHC class I binding data.. This data is from Peptide-MHC class I binding affinity with 185,985 pairs from IEDB/IMGT. (1) The peptide sequence is KVIQPRVEK. The MHC is HLA-A68:01 with pseudo-sequence HLA-A68:01. The binding affinity (normalized) is 0.339. (2) The peptide sequence is RELVRKTRF. The MHC is HLA-A26:01 with pseudo-sequence HLA-A26:01. The binding affinity (normalized) is 0.0847. (3) The peptide sequence is VTLLCVLPA. The binding affinity (normalized) is 0.600. The MHC is HLA-A02:01 with pseudo-sequence HLA-A02:01. (4) The MHC is HLA-A03:01 with pseudo-sequence HLA-A03:01. The peptide sequence is MIIKHIYEQY. The binding affinity (normalized) is 0. (5) The peptide sequence is NMKEEMARHL. The binding affinity (normalized) is 0.439. The MHC is HLA-A02:02 with pseudo-sequence HLA-A02:02.